From a dataset of NCI-60 drug combinations with 297,098 pairs across 59 cell lines. Regression. Given two drug SMILES strings and cell line genomic features, predict the synergy score measuring deviation from expected non-interaction effect. (1) Drug 1: CS(=O)(=O)C1=CC(=C(C=C1)C(=O)NC2=CC(=C(C=C2)Cl)C3=CC=CC=N3)Cl. Drug 2: CC(CN1CC(=O)NC(=O)C1)N2CC(=O)NC(=O)C2. Cell line: SK-MEL-2. Synergy scores: CSS=12.4, Synergy_ZIP=-2.00, Synergy_Bliss=4.53, Synergy_Loewe=-8.12, Synergy_HSA=0.222. (2) Drug 1: C1C(C(OC1N2C=NC3=C(N=C(N=C32)Cl)N)CO)O. Drug 2: C1=NNC2=C1C(=O)NC=N2. Cell line: MDA-MB-435. Synergy scores: CSS=32.1, Synergy_ZIP=-9.97, Synergy_Bliss=-0.433, Synergy_Loewe=-28.1, Synergy_HSA=-0.918. (3) Drug 1: C1=NC2=C(N=C(N=C2N1C3C(C(C(O3)CO)O)F)Cl)N. Drug 2: CC12CCC3C(C1CCC2O)C(CC4=C3C=CC(=C4)O)CCCCCCCCCS(=O)CCCC(C(F)(F)F)(F)F. Cell line: MDA-MB-231. Synergy scores: CSS=-3.05, Synergy_ZIP=0.759, Synergy_Bliss=-2.39, Synergy_Loewe=-4.32, Synergy_HSA=-4.22.